From a dataset of Forward reaction prediction with 1.9M reactions from USPTO patents (1976-2016). Predict the product of the given reaction. (1) The product is: [Br:3][C:4]1[CH:19]=[C:18]([CH:17]=[CH:16][C:5]=1[O:6][CH2:7][CH2:8][O:9][CH:10]1[CH2:15][CH2:14][CH2:13][CH2:12][O:11]1)[NH2:20]. Given the reactants [Cl-].[NH4+].[Br:3][C:4]1[CH:19]=[C:18]([N+:20]([O-])=O)[CH:17]=[CH:16][C:5]=1[O:6][CH2:7][CH2:8][O:9][CH:10]1[CH2:15][CH2:14][CH2:13][CH2:12][O:11]1, predict the reaction product. (2) Given the reactants [CH2:1]([C@@H:5]1[NH:10][CH2:9][C@H:8]([C:11]2[CH:16]=[CH:15][CH:14]=[CH:13][CH:12]=2)[NH:7][C:6]1=[O:17])[CH:2]([CH3:4])[CH3:3].[F:18][C:19]1[CH:24]=[CH:23][C:22]([C:25]2[O:29][N:28]=[C:27]([CH:30]=O)[CH:26]=2)=[CH:21][CH:20]=1.C([C@@H]1N(CC2C=C(C3C=CC=CC=3)ON=2)C[C@H](CC(C)C)NC1=O)C(C)C, predict the reaction product. The product is: [F:18][C:19]1[CH:20]=[CH:21][C:22]([C:25]2[O:29][N:28]=[C:27]([CH2:30][N:10]3[CH2:9][C@H:8]([C:11]4[CH:12]=[CH:13][CH:14]=[CH:15][CH:16]=4)[NH:7][C:6](=[O:17])[C@@H:5]3[CH2:1][CH:2]([CH3:4])[CH3:3])[CH:26]=2)=[CH:23][CH:24]=1.